From a dataset of Full USPTO retrosynthesis dataset with 1.9M reactions from patents (1976-2016). Predict the reactants needed to synthesize the given product. (1) Given the product [CH3:10][CH:8]([CH2:7][C@H:6]([CH2:11][NH2:12])[CH2:5][C:4]([OH:15])=[O:3])[CH3:9], predict the reactants needed to synthesize it. The reactants are: C([O:3][C:4](=[O:15])[CH2:5][C@@H:6]([CH2:11][N+:12]([O-])=O)[CH2:7][CH:8]([CH3:10])[CH3:9])C.[OH-].[K+]. (2) Given the product [Cl:1][C:2]1[CH:3]=[CH:4][C:5]([C:23]#[N:24])=[C:6]([C:8]2[C:13]([O:14][CH3:15])=[CH:12][N:11]([CH:16]([CH2:20][CH3:21])[C:17]([NH:25][C:26]3[CH:27]=[CH:28][C:29]([C:32]4[NH:36][C:35](=[O:37])[S:34][N:33]=4)=[CH:30][CH:31]=3)=[O:19])[C:10](=[O:22])[CH:9]=2)[CH:7]=1, predict the reactants needed to synthesize it. The reactants are: [Cl:1][C:2]1[CH:3]=[CH:4][C:5]([C:23]#[N:24])=[C:6]([C:8]2[C:13]([O:14][CH3:15])=[CH:12][N:11]([CH:16]([CH2:20][CH3:21])[C:17]([OH:19])=O)[C:10](=[O:22])[CH:9]=2)[CH:7]=1.[NH2:25][C:26]1[CH:31]=[CH:30][C:29]([C:32]2[NH:36][C:35](=[O:37])[S:34][N:33]=2)=[CH:28][CH:27]=1. (3) Given the product [CH:7]([C:10]1[N:11]=[C:1]([C:2]([Cl:4])=[O:3])[S:13][CH:14]=1)([CH3:9])[CH3:8], predict the reactants needed to synthesize it. The reactants are: [C:1](Cl)(=O)[C:2]([Cl:4])=[O:3].[CH:7]([C:10]1[N:11]=C(C(O)=O)[S:13][CH:14]=1)([CH3:9])[CH3:8]. (4) Given the product [Cl:13][C:14]1[CH:21]=[CH:20][C:17]([CH2:18][N:6]2[C:7]3[C:3](=[C:2]([F:1])[C:10]([CH:11]=[O:12])=[CH:9][CH:8]=3)[CH:4]=[N:5]2)=[C:16]([C:22]([F:23])([F:24])[F:25])[CH:15]=1, predict the reactants needed to synthesize it. The reactants are: [F:1][C:2]1[C:10]([CH:11]=[O:12])=[CH:9][CH:8]=[C:7]2[C:3]=1[CH:4]=[N:5][NH:6]2.[Cl:13][C:14]1[CH:21]=[CH:20][C:17]([CH2:18]Br)=[C:16]([C:22]([F:25])([F:24])[F:23])[CH:15]=1. (5) Given the product [OH:8][C:9]1[C:10](=[O:85])[N:11]([CH2:81][CH2:82][O:83][CH3:84])[CH:12]=[CH:13][C:14]=1[C:15]([NH:17][CH2:18][CH2:19][N:20]([CH2:57][CH2:58][NH:59][C:60]([C:62]1[CH:67]=[CH:66][N:65]([CH2:68][CH2:69][O:70][CH3:71])[C:64](=[O:72])[C:63]=1[OH:73])=[O:61])[CH2:21][CH:22]([NH:35][C:36]([C:38]1[CH:43]=[CH:42][N:41]([CH2:44][CH2:45][O:46][CH3:47])[C:40](=[O:48])[C:39]=1[OH:49])=[O:37])[CH2:23][C:24]1[CH:34]=[CH:33][C:27]([O:28][CH2:29][C:30]([OH:32])=[O:31])=[CH:26][CH:25]=1)=[O:16], predict the reactants needed to synthesize it. The reactants are: C([O:8][C:9]1[C:10](=[O:85])[N:11]([CH2:81][CH2:82][O:83][CH3:84])[CH:12]=[CH:13][C:14]=1[C:15]([NH:17][CH2:18][CH2:19][N:20]([CH2:57][CH2:58][NH:59][C:60]([C:62]1[CH:67]=[CH:66][N:65]([CH2:68][CH2:69][O:70][CH3:71])[C:64](=[O:72])[C:63]=1[O:73]CC1C=CC=CC=1)=[O:61])[CH2:21][CH:22]([NH:35][C:36]([C:38]1[CH:43]=[CH:42][N:41]([CH2:44][CH2:45][O:46][CH3:47])[C:40](=[O:48])[C:39]=1[O:49]CC1C=CC=CC=1)=[O:37])[CH2:23][C:24]1[CH:34]=[CH:33][C:27]([O:28][CH2:29][C:30]([OH:32])=[O:31])=[CH:26][CH:25]=1)=[O:16])C1C=CC=CC=1.Cl. (6) Given the product [CH2:1]([O:4][C:5]1[CH:14]=[CH:13][C:8]([SH:9])=[C:7]([OH:11])[CH:6]=1)[CH:2]=[CH2:3], predict the reactants needed to synthesize it. The reactants are: [CH2:1]([O:4][C:5]1[CH:14]=[CH:13][C:8]2[S:9]C(=O)[O:11][C:7]=2[CH:6]=1)[CH:2]=[CH2:3].C1COCC1. (7) Given the product [N:13]1[CH:14]=[CH:15][C:10]([C:4]2[S:3][C:2]([NH2:1])=[CH:6][CH:5]=2)=[CH:11][CH:12]=1, predict the reactants needed to synthesize it. The reactants are: [NH2:1][C:2]1[S:3][C:4]([C:10]2[CH:15]=[CH:14][N:13]=[CH:12][CH:11]=2)=[CH:5][C:6]=1C(O)=O.Cl. (8) The reactants are: Br[C:2]1[CH:7]=[CH:6][C:5]([CH2:8][CH2:9][N:10]([CH2:18][C@H:19]([O:27][Si:28]([C:31]([CH3:34])([CH3:33])[CH3:32])([CH3:30])[CH3:29])[C:20]2[CH:25]=[CH:24][CH:23]=[C:22]([Cl:26])[CH:21]=2)[C:11](=[O:17])[O:12][C:13]([CH3:16])([CH3:15])[CH3:14])=[CH:4][CH:3]=1.C([Li])CCC.[Si:40]([O:47][C:48]1[CH:59]=[CH:58][C:51]([C:52](N(OC)C)=[O:53])=[CH:50][CH:49]=1)([C:43]([CH3:46])([CH3:45])[CH3:44])([CH3:42])[CH3:41]. Given the product [Si:40]([O:47][C:48]1[CH:59]=[CH:58][C:51]([C:52]([C:2]2[CH:3]=[CH:4][C:5]([CH2:8][CH2:9][N:10]([CH2:18][C@H:19]([O:27][Si:28]([C:31]([CH3:34])([CH3:32])[CH3:33])([CH3:29])[CH3:30])[C:20]3[CH:25]=[CH:24][CH:23]=[C:22]([Cl:26])[CH:21]=3)[C:11](=[O:17])[O:12][C:13]([CH3:16])([CH3:14])[CH3:15])=[CH:6][CH:7]=2)=[O:53])=[CH:50][CH:49]=1)([C:43]([CH3:46])([CH3:45])[CH3:44])([CH3:42])[CH3:41], predict the reactants needed to synthesize it. (9) Given the product [Cl:1][C:2]1[C:3]([O:12][C:13]2[C:19]([CH3:20])=[C:18]3[C:16](=[CH:15][C:14]=2[CH3:21])[N:17]=[C:28]([CH2:29][CH3:30])[C:23]([CH3:22])=[C:24]3[OH:25])=[N:4][CH:5]=[C:6]([C:8]([F:11])([F:9])[F:10])[CH:7]=1, predict the reactants needed to synthesize it. The reactants are: [Cl:1][C:2]1[C:3]([O:12][C:13]2[C:19]([CH3:20])=[CH:18][C:16]([NH2:17])=[CH:15][C:14]=2[CH3:21])=[N:4][CH:5]=[C:6]([C:8]([F:11])([F:10])[F:9])[CH:7]=1.[CH3:22][CH:23]([C:28](=O)[CH2:29][CH3:30])[C:24](OC)=[O:25].C1(C)C=CC(S(O)(=O)=O)=CC=1. (10) Given the product [F:1][C:2]1[C:11]([CH3:12])=[C:10]2[C:5]([C:6](=[O:22])[C:7]([C:17]([OH:19])=[O:18])=[CH:8][N:9]2[C@@H:13]2[CH2:15][C@@H:14]2[F:16])=[CH:4][CH:3]=1, predict the reactants needed to synthesize it. The reactants are: [F:1][C:2]1[C:11]([CH3:12])=[C:10]2[C:5]([C:6](=[O:22])[C:7]([C:17]([O:19]CC)=[O:18])=[CH:8][N:9]2[C@@H:13]2[CH2:15][C@@H:14]2[F:16])=[CH:4][CH:3]=1.Cl.